Dataset: Reaction yield outcomes from USPTO patents with 853,638 reactions. Task: Predict the reaction yield, written as a fraction of the theoretical maximum amount of product (1.0 means a 100% yield; for example, 0.34 means a 34% yield). (1) The reactants are [CH2:1]([O:5][C:6]1[CH:7]=[C:8]([CH:12]([C:21]([O:23][C:24]([CH3:27])([CH3:26])[CH3:25])=[O:22])[CH2:13][NH:14][CH2:15][C:16]([N:18]([CH3:20])[CH3:19])=[O:17])[CH:9]=[CH:10][CH:11]=1)[CH2:2][CH2:3][CH3:4].[CH3:28][Si](C)(C)[N-][Si](C)(C)C.[Li+].CI. The catalyst is C1COCC1. The product is [CH2:1]([O:5][C:6]1[CH:7]=[C:8]([CH:12]([C:21]([O:23][C:24]([CH3:26])([CH3:25])[CH3:27])=[O:22])[CH2:13][NH:14][CH:15]([CH3:28])[C:16]([N:18]([CH3:20])[CH3:19])=[O:17])[CH:9]=[CH:10][CH:11]=1)[CH2:2][CH2:3][CH3:4]. The yield is 0.520. (2) The reactants are [CH2:1]([SH:4])[CH2:2][CH3:3].[C:5]12([NH:15][C:16](=[O:25])[C:17]3[CH:22]=[CH:21][C:20]([Cl:23])=[N:19][C:18]=3Cl)[CH2:14][CH:9]3[CH2:10][CH:11]([CH2:13][CH:7]([CH2:8]3)[CH2:6]1)[CH2:12]2.C(=O)([O-])[O-].[K+].[K+]. The catalyst is C(#N)CCC.CCOC(C)=O. The product is [C:5]12([NH:15][C:16](=[O:25])[C:17]3[CH:22]=[CH:21][C:20]([Cl:23])=[N:19][C:18]=3[S:4][CH2:1][CH2:2][CH3:3])[CH2:6][CH:7]3[CH2:8][CH:9]([CH2:10][CH:11]([CH2:13]3)[CH2:12]1)[CH2:14]2. The yield is 1.00. (3) The reactants are CC(C)([O-])C.[K+].[CH2:7]([O:14][CH2:15][CH2:16][OH:17])[C:8]1[CH:13]=[CH:12][CH:11]=[CH:10][CH:9]=1.Cl[C:19]1[N:26]=[C:25]([NH:27][CH2:28][CH3:29])[CH:24]=[CH:23][C:20]=1[C:21]#[N:22]. The catalyst is O1CCOCC1.O. The product is [CH2:7]([O:14][CH2:15][CH2:16][O:17][C:19]1[N:26]=[C:25]([NH:27][CH2:28][CH3:29])[CH:24]=[CH:23][C:20]=1[C:21]#[N:22])[C:8]1[CH:13]=[CH:12][CH:11]=[CH:10][CH:9]=1. The yield is 0.750. (4) The reactants are [CH:1]([C:4]1[CH:9]=[CH:8][C:7]([CH:10]2[C:14]3[C:15]([CH3:22])=[C:16]([NH2:21])[C:17]([CH3:20])=[C:18]([CH3:19])[C:13]=3[O:12][C:11]2([CH3:24])[CH3:23])=[CH:6][CH:5]=1)([CH3:3])[CH3:2].[CH3:25][O:26][C:27]1[CH:32]=[CH:31][C:30]([CH2:33][CH2:34][C:35](Cl)=[O:36])=[CH:29][CH:28]=1. The catalyst is C(OCC)(=O)C.CCCCCC. The product is [CH:1]([C:4]1[CH:9]=[CH:8][C:7]([CH:10]2[C:14]3[C:15]([CH3:22])=[C:16]([NH:21][C:35](=[O:36])[CH2:34][CH2:33][C:30]4[CH:31]=[CH:32][C:27]([O:26][CH3:25])=[CH:28][CH:29]=4)[C:17]([CH3:20])=[C:18]([CH3:19])[C:13]=3[O:12][C:11]2([CH3:24])[CH3:23])=[CH:6][CH:5]=1)([CH3:3])[CH3:2]. The yield is 0.720. (5) The reactants are [Br:1][C:2]1[CH:10]=[CH:9][C:5]([CH:6]=[N:7][OH:8])=[C:4]([C:11]([F:14])([F:13])[F:12])[CH:3]=1.ClN1[C:20](=[O:21])[CH2:19][CH2:18][C:17]1=O.C(O)CC#C.C(N(CC)CC)C. The catalyst is CN(C=O)C.O.CC(OC)(C)C. The product is [Br:1][C:2]1[CH:10]=[CH:9][C:5]([C:6]2[CH:17]=[C:18]([CH2:19][CH2:20][OH:21])[O:8][N:7]=2)=[C:4]([C:11]([F:12])([F:13])[F:14])[CH:3]=1. The yield is 0.800. (6) The reactants are FC(F)(F)C(O)=O.FC(F)(F)C(O)=O.[CH3:15][N:16]1[CH2:21][CH2:20][CH:19]([O:22][C:23]2[CH:28]=[CH:27][C:26]([C:29]3[C:37]4[C:32](=[CH:33][CH:34]=[C:35]([NH2:38])[CH:36]=4)[NH:31][N:30]=3)=[CH:25][CH:24]=2)[CH2:18][CH2:17]1.CCN(C(C)C)C(C)C.[CH2:48]([C:50]1[CH:55]=[CH:54][CH:53]=[C:52]([CH2:56][CH3:57])[C:51]=1[N:58]=[C:59]=[O:60])[CH3:49].C[O-].[Na+]. The product is [CH2:48]([C:50]1[CH:55]=[CH:54][CH:53]=[C:52]([CH2:56][CH3:57])[C:51]=1[NH:58][C:59]([NH:38][C:35]1[CH:36]=[C:37]2[C:32](=[CH:33][CH:34]=1)[NH:31][N:30]=[C:29]2[C:26]1[CH:27]=[CH:28][C:23]([O:22][CH:19]2[CH2:18][CH2:17][N:16]([CH3:15])[CH2:21][CH2:20]2)=[CH:24][CH:25]=1)=[O:60])[CH3:49]. The yield is 0.430. The catalyst is CO.CCOC(C)=O.CN(C=O)C.